This data is from Full USPTO retrosynthesis dataset with 1.9M reactions from patents (1976-2016). The task is: Predict the reactants needed to synthesize the given product. (1) Given the product [F:32][C:33]1[CH:40]=[CH:39][C:36]([CH2:37][NH:38][C:18]([C:16]2[S:15][C:11]3[N:10]([C:9](=[O:21])[N:8]([CH2:1][C:2]4[CH:3]=[CH:4][CH:5]=[CH:6][CH:7]=4)[C:13](=[O:14])[CH:12]=3)[CH:17]=2)=[O:20])=[CH:35][CH:34]=1, predict the reactants needed to synthesize it. The reactants are: [CH2:1]([N:8]1[C:13](=[O:14])[CH:12]=[C:11]2[S:15][C:16]([C:18]([OH:20])=O)=[CH:17][N:10]2[C:9]1=[O:21])[C:2]1[CH:7]=[CH:6][CH:5]=[CH:4][CH:3]=1.ON1C2C=CC=CC=2N=N1.[F:32][C:33]1[CH:40]=[CH:39][C:36]([CH2:37][NH2:38])=[CH:35][CH:34]=1.Cl.CN(C)CCCN=C=NCC. (2) Given the product [CH2:6]([NH:8][C:26](=[O:27])[CH2:25][CH:22]1[S:21][C:20]([C:17]2[NH:18][C:19]3[C:15]([CH:16]=2)=[CH:14][C:13]([O:29][C:30]2[CH:31]=[N:32][C:33]([S:36]([CH3:39])(=[O:38])=[O:37])=[CH:34][CH:35]=2)=[CH:12][C:11]=3[CH2:9][CH3:10])=[N:24][CH2:23]1)[CH3:7], predict the reactants needed to synthesize it. The reactants are: O1CCCC1.[CH2:6]([NH2:8])[CH3:7].[CH2:9]([C:11]1[CH:12]=[C:13]([O:29][C:30]2[CH:31]=[N:32][C:33]([S:36]([CH3:39])(=[O:38])=[O:37])=[CH:34][CH:35]=2)[CH:14]=[C:15]2[C:19]=1[NH:18][C:17]([C:20]1[S:21][CH:22]([CH2:25][C:26](O)=[O:27])[CH2:23][N:24]=1)=[CH:16]2)[CH3:10].ON1C2C=CC=CC=2N=N1.Cl.C(N=C=NCCCN(C)C)C. (3) Given the product [Br:1][C:2]1[C:7]([C:8]#[N:9])=[CH:6][C:5]([CH2:10][CH2:11][CH3:12])=[CH:4][C:3]=1[C:13]1[CH:14]=[CH:15][C:16]([OH:19])=[CH:17][CH:18]=1, predict the reactants needed to synthesize it. The reactants are: [Br:1][C:2]1[C:7]([C:8]#[N:9])=[CH:6][C:5]([CH2:10][CH2:11][CH3:12])=[CH:4][C:3]=1[C:13]1[CH:18]=[CH:17][C:16]([O:19]C)=[CH:15][CH:14]=1.B(Br)(Br)Br.CO.C([O-])(O)=O.[Na+]. (4) Given the product [Cl:16][CH2:17][CH:18]1[O:7][C:6]([C:5]2[CH:4]=[CH:3][C:2]([F:1])=[CH:15][CH:14]=2)([C:8]2[CH:13]=[CH:12][CH:11]=[CH:10][CH:9]=2)[S:20][CH2:19]1, predict the reactants needed to synthesize it. The reactants are: [F:1][C:2]1[CH:15]=[CH:14][C:5]([C:6]([C:8]2[CH:13]=[CH:12][CH:11]=[CH:10][CH:9]=2)=[O:7])=[CH:4][CH:3]=1.[Cl:16][CH2:17][CH:18](O)[CH2:19][SH:20].CC1C=CC(S(O)(=O)=O)=CC=1.